From a dataset of Forward reaction prediction with 1.9M reactions from USPTO patents (1976-2016). Predict the product of the given reaction. (1) Given the reactants [Cl:1][C:2]1[CH:10]=[C:9]([Cl:11])[CH:8]=[C:7]2[C:3]=1[CH2:4][C@H:5]([N:38]1[CH2:43][CH2:42][CH2:41][C@@H:40]([NH:44][C:45](=[O:51])[O:46][C:47]([CH3:50])([CH3:49])[CH3:48])[CH2:39]1)[C@H:6]2[O:12][C:13]1[CH:18]=[CH:17][C:16]([S:19](=[O:37])(=[O:36])[NH:20][CH2:21][CH2:22][O:23][CH2:24][CH2:25][O:26][CH2:27][CH2:28][NH:29]C(=O)C(F)(F)F)=[CH:15][CH:14]=1.[OH-].[Na+], predict the reaction product. The product is: [NH2:29][CH2:28][CH2:27][O:26][CH2:25][CH2:24][O:23][CH2:22][CH2:21][NH:20][S:19]([C:16]1[CH:15]=[CH:14][C:13]([O:12][C@H:6]2[C:7]3[C:3](=[C:2]([Cl:1])[CH:10]=[C:9]([Cl:11])[CH:8]=3)[CH2:4][C@@H:5]2[N:38]2[CH2:43][CH2:42][CH2:41][C@@H:40]([NH:44][C:45](=[O:51])[O:46][C:47]([CH3:50])([CH3:48])[CH3:49])[CH2:39]2)=[CH:18][CH:17]=1)(=[O:37])=[O:36]. (2) Given the reactants [C:1]([O:5][C:6](=[O:16])[NH:7][CH2:8][C:9]1[CH:14]=[CH:13][CH:12]=[C:11]([OH:15])[CH:10]=1)([CH3:4])([CH3:3])[CH3:2].F[C:18]1[CH:23]=[CH:22][C:21]([N+:24]([O-:26])=[O:25])=[CH:20][N:19]=1.C([O-])([O-])=O.[K+].[K+].O, predict the reaction product. The product is: [C:1]([O:5][C:6](=[O:16])[NH:7][CH2:8][C:9]1[CH:14]=[CH:13][CH:12]=[C:11]([O:15][C:18]2[CH:23]=[CH:22][C:21]([N+:24]([O-:26])=[O:25])=[CH:20][N:19]=2)[CH:10]=1)([CH3:4])([CH3:2])[CH3:3].